From a dataset of NCI-60 drug combinations with 297,098 pairs across 59 cell lines. Regression. Given two drug SMILES strings and cell line genomic features, predict the synergy score measuring deviation from expected non-interaction effect. Drug 2: C1=NC2=C(N1)C(=S)N=C(N2)N. Drug 1: COC1=C(C=C2C(=C1)N=CN=C2NC3=CC(=C(C=C3)F)Cl)OCCCN4CCOCC4. Synergy scores: CSS=51.6, Synergy_ZIP=-5.66, Synergy_Bliss=-1.79, Synergy_Loewe=-3.96, Synergy_HSA=0.576. Cell line: OVCAR-8.